From a dataset of NCI-60 drug combinations with 297,098 pairs across 59 cell lines. Regression. Given two drug SMILES strings and cell line genomic features, predict the synergy score measuring deviation from expected non-interaction effect. (1) Drug 1: CC1C(C(=O)NC(C(=O)N2CCCC2C(=O)N(CC(=O)N(C(C(=O)O1)C(C)C)C)C)C(C)C)NC(=O)C3=C4C(=C(C=C3)C)OC5=C(C(=O)C(=C(C5=N4)C(=O)NC6C(OC(=O)C(N(C(=O)CN(C(=O)C7CCCN7C(=O)C(NC6=O)C(C)C)C)C)C(C)C)C)N)C. Drug 2: CCN(CC)CCCC(C)NC1=C2C=C(C=CC2=NC3=C1C=CC(=C3)Cl)OC. Cell line: KM12. Synergy scores: CSS=25.4, Synergy_ZIP=3.10, Synergy_Bliss=8.75, Synergy_Loewe=7.50, Synergy_HSA=9.23. (2) Drug 1: C1=C(C(=O)NC(=O)N1)N(CCCl)CCCl. Drug 2: N.N.Cl[Pt+2]Cl. Cell line: LOX IMVI. Synergy scores: CSS=34.7, Synergy_ZIP=-12.9, Synergy_Bliss=-7.97, Synergy_Loewe=-5.00, Synergy_HSA=-4.55. (3) Drug 1: C1=CC=C(C(=C1)C(C2=CC=C(C=C2)Cl)C(Cl)Cl)Cl. Drug 2: COC1=NC(=NC2=C1N=CN2C3C(C(C(O3)CO)O)O)N. Cell line: SN12C. Synergy scores: CSS=8.83, Synergy_ZIP=-4.02, Synergy_Bliss=-3.49, Synergy_Loewe=-1.33, Synergy_HSA=-0.881. (4) Drug 1: CC1=C(C=C(C=C1)C(=O)NC2=CC(=CC(=C2)C(F)(F)F)N3C=C(N=C3)C)NC4=NC=CC(=N4)C5=CN=CC=C5. Drug 2: CC(C)NC(=O)C1=CC=C(C=C1)CNNC.Cl. Cell line: DU-145. Synergy scores: CSS=-1.71, Synergy_ZIP=5.10, Synergy_Bliss=4.45, Synergy_Loewe=1.52, Synergy_HSA=-0.689. (5) Drug 1: C1CC(=O)NC(=O)C1N2CC3=C(C2=O)C=CC=C3N. Drug 2: CCC1(C2=C(COC1=O)C(=O)N3CC4=CC5=C(C=CC(=C5CN(C)C)O)N=C4C3=C2)O.Cl. Cell line: HT29. Synergy scores: CSS=18.1, Synergy_ZIP=-3.30, Synergy_Bliss=3.72, Synergy_Loewe=-7.17, Synergy_HSA=3.81. (6) Drug 1: C1C(C(OC1N2C=NC3=C(N=C(N=C32)Cl)N)CO)O. Drug 2: C#CCC(CC1=CN=C2C(=N1)C(=NC(=N2)N)N)C3=CC=C(C=C3)C(=O)NC(CCC(=O)O)C(=O)O. Cell line: OVCAR-4. Synergy scores: CSS=43.7, Synergy_ZIP=-0.751, Synergy_Bliss=-3.62, Synergy_Loewe=-12.6, Synergy_HSA=-3.45. (7) Drug 1: CC12CCC3C(C1CCC2O)C(CC4=C3C=CC(=C4)O)CCCCCCCCCS(=O)CCCC(C(F)(F)F)(F)F. Drug 2: CCCCCOC(=O)NC1=NC(=O)N(C=C1F)C2C(C(C(O2)C)O)O. Cell line: MDA-MB-435. Synergy scores: CSS=0.865, Synergy_ZIP=-0.726, Synergy_Bliss=-0.218, Synergy_Loewe=-0.400, Synergy_HSA=-0.379. (8) Drug 1: CN1CCC(CC1)COC2=C(C=C3C(=C2)N=CN=C3NC4=C(C=C(C=C4)Br)F)OC. Drug 2: B(C(CC(C)C)NC(=O)C(CC1=CC=CC=C1)NC(=O)C2=NC=CN=C2)(O)O. Cell line: SR. Synergy scores: CSS=33.6, Synergy_ZIP=8.76, Synergy_Bliss=7.19, Synergy_Loewe=-78.9, Synergy_HSA=7.31.